Task: Predict the reaction yield, written as a fraction of the theoretical maximum amount of product (1.0 means a 100% yield; for example, 0.34 means a 34% yield).. Dataset: Reaction yield outcomes from USPTO patents with 853,638 reactions (1) The reactants are Br[C:2]1[CH:10]=[CH:9][CH:8]=[C:7]2[C:3]=1[CH:4]=[N:5][N:6]2[C:11]1[CH:16]=[CH:15][CH:14]=[CH:13][C:12]=1[F:17].[C:18]1([C@H:24]([N:26]2[CH2:30][C@@H:29]3[CH2:31][NH:32][C:33](=[O:34])[C@@H:28]3[CH2:27]2)[CH3:25])[CH:23]=[CH:22][CH:21]=[CH:20][CH:19]=1.[O-]P([O-])([O-])=O.[K+].[K+].[K+].CN[C@@H]1CCCC[C@H]1NC. The catalyst is [Cu]I.O1CCOCC1. The product is [F:17][C:12]1[CH:13]=[CH:14][CH:15]=[CH:16][C:11]=1[N:6]1[C:7]2[C:3](=[C:2]([N:32]3[CH2:31][C@@H:29]4[C@@H:28]([CH2:27][N:26]([C@@H:24]([C:18]5[CH:19]=[CH:20][CH:21]=[CH:22][CH:23]=5)[CH3:25])[CH2:30]4)[C:33]3=[O:34])[CH:10]=[CH:9][CH:8]=2)[CH:4]=[N:5]1. The yield is 0.650. (2) The reactants are [CH3:1][O:2][C:3]1[CH:4]=[C:5]2[C:10](=[CH:11][C:12]=1[O:13][CH3:14])[N:9]=[CH:8][CH:7]=[C:6]2[O:15][C:16]1[CH:22]=[CH:21][C:19]([NH2:20])=[CH:18][CH:17]=1.ClC(Cl)(O[C:27](=[O:33])OC(Cl)(Cl)Cl)Cl.[CH3:35][C:36]1[CH:48]=[CH:47][CH:46]=[CH:45][C:37]=1[CH2:38][N:39]1[CH2:43][CH2:42][CH:41]([NH2:44])[CH2:40]1.C(=O)([O-])O.[Na+]. The catalyst is C(N(CC)CC)C.C(Cl)(Cl)Cl. The product is [CH3:1][O:2][C:3]1[CH:4]=[C:5]2[C:10](=[CH:11][C:12]=1[O:13][CH3:14])[N:9]=[CH:8][CH:7]=[C:6]2[O:15][C:16]1[CH:22]=[CH:21][C:19]([NH:20][C:27]([NH:44][CH:41]2[CH2:42][CH2:43][N:39]([CH2:38][C:37]3[CH:45]=[CH:46][CH:47]=[CH:48][C:36]=3[CH3:35])[CH2:40]2)=[O:33])=[CH:18][CH:17]=1. The yield is 0.590. (3) The reactants are [CH:1]1[N:2]=[CH:3][N:4]2[CH:9]=[CH:8][CH:7]=[CH:6][C:5]=12.C([Li])CCC.CN(C)[CH:17]=[O:18]. The catalyst is O1CCCC1. The product is [CH:1]1[N:2]=[C:3]([CH:17]=[O:18])[N:4]2[CH:9]=[CH:8][CH:7]=[CH:6][C:5]=12. The yield is 0.620. (4) The reactants are Br[C:2]1[C:10]2[S:9][C:8]([NH:11][C:12]([C:14]3[S:15][C:16]([CH3:19])=[CH:17][CH:18]=3)=[O:13])=[N:7][C:6]=2[C:5]([O:20][CH3:21])=[CH:4][CH:3]=1.[N:22]1[CH:27]=[CH:26][C:25](B(O)O)=[CH:24][CH:23]=1. No catalyst specified. The product is [CH3:21][O:20][C:5]1[C:6]2[N:7]=[C:8]([NH:11][C:12]([C:14]3[S:15][C:16]([CH3:19])=[CH:17][CH:18]=3)=[O:13])[S:9][C:10]=2[C:2]([C:25]2[CH:26]=[CH:27][N:22]=[CH:23][CH:24]=2)=[CH:3][CH:4]=1. The yield is 0.0600. (5) The catalyst is C(Cl)Cl.C(OCC)(=O)C. The yield is 0.830. The reactants are [CH2:1]([C@@H:8]1[CH2:12][O:11][C:10](=[O:13])[N:9]1[C:14](=[O:33])[C@H:15]([CH3:32])[C@H:16]([C@H:18]1[CH2:22][O:21][C:20]([CH3:24])([CH3:23])[N:19]1[C:25]([O:27][C:28]([CH3:31])([CH3:30])[CH3:29])=[O:26])[OH:17])[C:2]1[CH:7]=[CH:6][CH:5]=[CH:4][CH:3]=1.N1C(C)=CC=CC=1C.[Si:42](OS(C(F)(F)F)(=O)=O)([C:45]([CH3:48])([CH3:47])[CH3:46])([CH3:44])[CH3:43]. The product is [CH2:1]([C@@H:8]1[CH2:12][O:11][C:10](=[O:13])[N:9]1[C:14](=[O:33])[C@H:15]([CH3:32])[C@H:16]([C@H:18]1[CH2:22][O:21][C:20]([CH3:24])([CH3:23])[N:19]1[C:25]([O:27][C:28]([CH3:31])([CH3:30])[CH3:29])=[O:26])[O:17][Si:42]([C:45]([CH3:48])([CH3:47])[CH3:46])([CH3:44])[CH3:43])[C:2]1[CH:7]=[CH:6][CH:5]=[CH:4][CH:3]=1. (6) The reactants are C(OC(=O)[NH:10]/[C:11](/[NH:23][C:24]1[C:25]([CH3:41])=[N:26][CH:27]=[C:28]([CH2:30][CH2:31][CH2:32][NH:33][C:34]([O:36][C:37]([CH3:40])([CH3:39])[CH3:38])=[O:35])[CH:29]=1)=[N:12]\C(=O)OCC1C=CC=CC=1)C1C=CC=CC=1. The catalyst is CO.[OH-].[OH-].[Pd+2]. The product is [C:37]([O:36][C:34](=[O:35])[NH:33][CH2:32][CH2:31][CH2:30][C:28]1[CH:27]=[N:26][C:25]([CH3:41])=[C:24]([NH:23][C:11]([NH2:12])=[NH:10])[CH:29]=1)([CH3:39])([CH3:40])[CH3:38]. The yield is 0.990.